From a dataset of Forward reaction prediction with 1.9M reactions from USPTO patents (1976-2016). Predict the product of the given reaction. (1) Given the reactants [Cl:1][C:2]1[CH:7]=[CH:6][C:5]([C:8]#[C:9][C:10]2[CH:45]=[CH:44][C:13]([CH2:14][N:15]([C:31]3[CH:43]=[CH:42][C:34]4[O:35]C(C)(C)[O:37][C:38](=[O:39])[C:33]=4[CH:32]=3)[C:16](=[O:30])[C:17]3[CH:22]=[CH:21][C:20]([CH2:23][CH2:24][CH2:25][CH2:26][CH2:27][CH2:28][CH3:29])=[CH:19][CH:18]=3)=[CH:12][CH:11]=2)=[CH:4][CH:3]=1.[OH-].[Na+], predict the reaction product. The product is: [Cl:1][C:2]1[CH:3]=[CH:4][C:5]([C:8]#[C:9][C:10]2[CH:11]=[CH:12][C:13]([CH2:14][N:15]([C:16](=[O:30])[C:17]3[CH:18]=[CH:19][C:20]([CH2:23][CH2:24][CH2:25][CH2:26][CH2:27][CH2:28][CH3:29])=[CH:21][CH:22]=3)[C:31]3[CH:43]=[CH:42][C:34]([OH:35])=[C:33]([CH:32]=3)[C:38]([OH:39])=[O:37])=[CH:44][CH:45]=2)=[CH:6][CH:7]=1. (2) Given the reactants [ClH:1].O1[CH2:7][CH2:6]OCC1.Cl.[NH2:9][C:10]1[CH:14]=[CH:13][NH:12][C:11]=1[C:15]([O:17][CH2:18][CH3:19])=[O:16], predict the reaction product. The product is: [ClH:1].[C:10](=[NH:9])([NH:9][C:10]1[CH:14]=[CH:13][NH:12][C:11]=1[C:15]([O:17][CH2:18][CH3:19])=[O:16])[CH2:11][CH2:15][CH2:6][CH3:7]. (3) Given the reactants [NH2:1][C@H:2]([C:5]([OH:7])=O)[CH2:3][SH:4].SC1[C:14](=[O:15])[NH:13]C(=O)C1.C([N:19](C(C)C)CC)(C)C.CO[C:27]([CH3:30])(C)C.[CH3:31][OH:32], predict the reaction product. The product is: [CH3:27][CH:30]1[C:31](=[O:32])[N:1]([C:14](=[O:15])[NH2:13])[CH:2]([C:5]([NH2:19])=[O:7])[CH2:3][S:4]1. (4) Given the reactants C(O[C:4]([C:6]1[C:11](=[O:12])[N:10]([CH2:13][C:14]2[CH:19]=[CH:18][C:17]([F:20])=[CH:16][C:15]=2[F:21])[N:9]2[CH:22]=[CH:23][CH:24]=[C:8]2[C:7]=1[OH:25])=[O:5])C.[NH2:26][CH2:27][C:28]([O-:30])=[O:29].[Na+], predict the reaction product. The product is: [F:21][C:15]1[CH:16]=[C:17]([F:20])[CH:18]=[CH:19][C:14]=1[CH2:13][N:10]1[C:11](=[O:12])[C:6]([C:4]([NH:26][CH2:27][C:28]([OH:30])=[O:29])=[O:5])=[C:7]([OH:25])[C:8]2=[CH:24][CH:23]=[CH:22][N:9]12.